This data is from NCI-60 drug combinations with 297,098 pairs across 59 cell lines. The task is: Regression. Given two drug SMILES strings and cell line genomic features, predict the synergy score measuring deviation from expected non-interaction effect. Drug 1: C1CCC(CC1)NC(=O)N(CCCl)N=O. Drug 2: CCC1(C2=C(COC1=O)C(=O)N3CC4=CC5=C(C=CC(=C5CN(C)C)O)N=C4C3=C2)O.Cl. Cell line: IGROV1. Synergy scores: CSS=31.0, Synergy_ZIP=-8.32, Synergy_Bliss=-0.401, Synergy_Loewe=2.06, Synergy_HSA=3.59.